This data is from Forward reaction prediction with 1.9M reactions from USPTO patents (1976-2016). The task is: Predict the product of the given reaction. (1) Given the reactants Br[C:2]1[CH:11]=[C:10]2[C:5]([CH:6]=[C:7]([NH:12][C:13]([CH:15]3[CH2:17][CH2:16]3)=[O:14])[N:8]=[CH:9]2)=[CH:4][CH:3]=1.[NH:18]1[CH2:23][CH2:22][CH2:21][CH2:20][CH2:19]1.O1CCOCC1.C1(P(C2C=CC=CC=2)C2C=CC3C(=CC=CC=3)C=2C2C3C(=CC=CC=3)C=CC=2P(C2C=CC=CC=2)C2C=CC=CC=2)C=CC=CC=1.C(=O)([O-])[O-].[Cs+].[Cs+], predict the reaction product. The product is: [N:18]1([C:2]2[CH:11]=[C:10]3[C:5]([CH:6]=[C:7]([NH:12][C:13]([CH:15]4[CH2:17][CH2:16]4)=[O:14])[N:8]=[CH:9]3)=[CH:4][CH:3]=2)[CH2:23][CH2:22][CH2:21][CH2:20][CH2:19]1. (2) Given the reactants [Cl:1][C:2]1[CH:3]=[C:4]([CH:10]=[C:11]([Cl:17])[C:12]=1[O:13][CH:14]([CH3:16])[CH3:15])[C:5]([O:7]CC)=[O:6].[OH-].[K+], predict the reaction product. The product is: [CH:14]([O:13][C:12]1[C:11]([Cl:17])=[CH:10][C:4]([C:5]([OH:7])=[O:6])=[CH:3][C:2]=1[Cl:1])([CH3:16])[CH3:15]. (3) The product is: [CH3:1][C:2]1[C:7]([C:8]([F:9])([F:10])[F:11])=[CH:6][CH:5]=[CH:4][C:3]=1[CH2:12][C:13]1[C:16]([NH2:17])=[N:19][NH:20][C:14]=1[NH2:15]. Given the reactants [CH3:1][C:2]1[C:7]([C:8]([F:11])([F:10])[F:9])=[CH:6][CH:5]=[CH:4][C:3]=1[CH2:12][CH:13]([C:16]#[N:17])[C:14]#[N:15].O.[NH2:19][NH2:20], predict the reaction product. (4) Given the reactants [ClH:1].Cl.[Cl:3][C:4]1[CH:9]=[CH:8][C:7]([C@@H:10]2[CH2:15][N:14]([CH2:16][C:17]3[CH:22]=[CH:21][CH:20]=[CH:19][CH:18]=3)[CH2:13][CH2:12][N:11]2CC=C)=[CH:6][CH:5]=1.[OH-].[Na+], predict the reaction product. The product is: [ClH:3].[ClH:1].[Cl:3][C:4]1[CH:5]=[CH:6][C:7]([C@H:10]2[NH:11][CH2:12][CH2:13][N:14]([CH2:16][C:17]3[CH:18]=[CH:19][CH:20]=[CH:21][CH:22]=3)[CH2:15]2)=[CH:8][CH:9]=1. (5) Given the reactants [C:1]([C:3]1[CH:4]=[C:5]([C:19]2[CH:24]=[CH:23][C:22]([O:25][CH3:26])=[C:21]([F:27])[CH:20]=2)[CH:6]=[CH:7][C:8]=1[NH:9][C:10]1[CH:18]=[CH:17][C:13]([C:14]([OH:16])=[O:15])=[CH:12][CH:11]=1)#[N:2].C(O)(=[O:30])C, predict the reaction product. The product is: [C:1]([C:3]1[CH:4]=[C:5]([C:19]2[CH:24]=[CH:23][C:22]([O:25][CH3:26])=[C:21]([F:27])[CH:20]=2)[CH:6]=[C:7]2[C:8]=1[NH:9][C:10]1[CH:11]=[CH:12][C:13]([C:14]([OH:16])=[O:15])=[CH:17][C:18]2=1)(=[O:30])[NH2:2].